From a dataset of Reaction yield outcomes from USPTO patents with 853,638 reactions. Predict the reaction yield, written as a fraction of the theoretical maximum amount of product (1.0 means a 100% yield; for example, 0.34 means a 34% yield). (1) The reactants are CS([C:4]1[N:9]=[C:8]([N:10]2[C:18]3[C:13](=[C:14]([O:19][CH2:20][CH2:21][CH2:22][S:23]([CH3:26])(=[O:25])=[O:24])[CH:15]=[CH:16][CH:17]=3)[CH:12]=[CH:11]2)[CH:7]=[CH:6][N:5]=1)=O.C([O-])(=O)C.[OH:31][C:32]([CH:35]1[CH2:40][CH2:39][CH:38]([NH3+:41])[CH2:37][CH2:36]1)([CH3:34])[CH3:33].CCN(C(C)C)C(C)C. The catalyst is CN1C(=O)CCC1. The product is [CH3:26][S:23]([CH2:22][CH2:21][CH2:20][O:19][C:14]1[CH:15]=[CH:16][CH:17]=[C:18]2[C:13]=1[CH:12]=[CH:11][N:10]2[C:8]1[CH:7]=[CH:6][N:5]=[C:4]([NH:41][CH:38]2[CH2:39][CH2:40][CH:35]([C:32]([OH:31])([CH3:33])[CH3:34])[CH2:36][CH2:37]2)[N:9]=1)(=[O:25])=[O:24]. The yield is 0.590. (2) The reactants are [NH2:1][C:2]1[CH:7]=[CH:6][C:5]([C:8](=[O:11])[CH2:9][CH3:10])=[CH:4][C:3]=1[N+:12]([O-])=O. The catalyst is CO.[Pd]. The product is [NH2:12][C:3]1[CH:4]=[C:5]([C:8](=[O:11])[CH2:9][CH3:10])[CH:6]=[CH:7][C:2]=1[NH2:1]. The yield is 0.900. (3) The reactants are [CH3:1][O:2][C:3]([NH:5][C@H:6]([C:10]([N:12]1[CH2:16][C@@H:15]([CH3:17])[CH2:14][C@H:13]1[C:18]1[NH:22][C:21]2[C:23]3[C:28]([CH:29]=[CH:30][C:20]=2[N:19]=1)=[CH:27][C:26]1[C:31]2[C:36]([CH2:37][O:38][C:25]=1[CH:24]=3)=[CH:35][C:34]([C:39]1[NH:43][C:42]([C@@H:44]3[CH2:48][CH2:47][CH2:46][N:45]3[C:49](OC(C)(C)C)=[O:50])=[N:41][CH:40]=1)=[CH:33][CH:32]=2)=[O:11])[CH:7]([CH3:9])[CH3:8])=[O:4].Cl.[CH3:57][O:58][C:59]([NH:61][C@H:62]([C:66]1[CH:71]=[CH:70][CH:69]=[CH:68][CH:67]=1)C(O)=O)=[O:60].CCOC(C(C#N)=NOC(N1CCOCC1)=[N+](C)C)=O.F[P-](F)(F)(F)(F)F.CCN(C(C)C)C(C)C. The catalyst is C(Cl)Cl.CO.CCOC(C)=O.CN(C=O)C.CO. The product is [CH3:1][O:2][C:3]([NH:5][C@@H:6]([CH:7]([CH3:9])[CH3:8])[C:10]([N:12]1[CH2:16][C@@H:15]([CH3:17])[CH2:14][C@H:13]1[C:18]1[NH:22][C:21]2[C:23]3[C:28]([CH:29]=[CH:30][C:20]=2[N:19]=1)=[CH:27][C:26]1[C:31]2[C:36]([CH2:37][O:38][C:25]=1[CH:24]=3)=[CH:35][C:34]([C:39]1[NH:43][C:42]([C@@H:44]3[CH2:48][CH2:47][CH2:46][N:45]3[C:49](=[O:50])[C@H:62]([NH:61][C:59](=[O:60])[O:58][CH3:57])[C:66]3[CH:71]=[CH:70][CH:69]=[CH:68][CH:67]=3)=[N:41][CH:40]=1)=[CH:33][CH:32]=2)=[O:11])=[O:4]. The yield is 0.450. (4) The yield is 0.840. The reactants are [CH3:1][O:2][C:3]1[CH:12]=[CH:11][CH:10]=[C:5]([C:6]([O:8]C)=[O:7])[C:4]=1[C:13]([O:15]C)=[O:14].[OH-].[K+].CO. The product is [CH3:1][O:2][C:3]1[CH:12]=[CH:11][CH:10]=[C:5]([C:6]([OH:8])=[O:7])[C:4]=1[C:13]([OH:15])=[O:14]. The catalyst is O. (5) The reactants are [NH2:1][C:2]1[N:9]=[CH:8][CH:7]=[C:6]([CH3:10])[C:3]=1[C:4]#[N:5].Cl[CH2:12][CH:13]=O. The catalyst is O. The product is [CH3:10][C:6]1[CH:7]=[CH:8][N:9]2[CH:12]=[CH:13][N:1]=[C:2]2[C:3]=1[C:4]#[N:5]. The yield is 0.750. (6) The reactants are [CH2:1]([O:3][C:4](=[O:19])[C:5]([CH3:18])([CH3:17])[CH2:6][CH2:7][CH:8]=[CH:9][C:10]1[CH:15]=[CH:14][CH:13]=[CH:12][C:11]=1[Cl:16])[CH3:2].[BrH:20]. The catalyst is C(O)(=O)C. The product is [CH2:1]([O:3][C:4](=[O:19])[C:5]([CH3:18])([CH3:17])[CH2:6][CH2:7][CH2:8][CH:9]([Br:20])[C:10]1[CH:15]=[CH:14][CH:13]=[CH:12][C:11]=1[Cl:16])[CH3:2]. The yield is 0.801. (7) The reactants are [Cl:1][C:2]1[CH:11]=[C:10]([Cl:12])[C:9]([OH:13])=[C:8]2[C:3]=1[CH:4]=[CH:5][C:6]([NH:14][CH3:15])=[N:7]2.C(=O)([O-])[O-].[K+].[K+].Br[CH:23]([CH3:25])[CH3:24].[Cl-].[NH4+]. The catalyst is CS(C)=O. The product is [Cl:1][C:2]1[CH:11]=[C:10]([Cl:12])[C:9]([O:13][CH:23]([CH3:25])[CH3:24])=[C:8]2[C:3]=1[CH:4]=[CH:5][C:6]([NH:14][CH3:15])=[N:7]2. The yield is 0.780. (8) The reactants are C1CCC(N=C=NC2CCCCC2)CC1.[CH3:16][O:17][C:18]1[CH:26]=[CH:25][C:24]([O:27][CH3:28])=[CH:23][C:19]=1[C:20](O)=O.[CH3:29][NH:30][NH2:31].COC1C=CC(P2(SP(C3C=CC(OC)=CC=3)(=S)S2)=[S:41])=CC=1. The yield is 0.820. The product is [CH3:29][N:30]([C:20](=[S:41])[C:19]1[CH:23]=[C:24]([O:27][CH3:28])[CH:25]=[CH:26][C:18]=1[O:17][CH3:16])[NH2:31]. The catalyst is CN(C1C=CN=CC=1)C.C(Cl)Cl.C(OCC)(=O)C. (9) The reactants are [Cl:1][C:2]1[N:10]=[C:9]2[C:5]([N:6]=[CH:7][N:8]2[CH:11]2[CH2:16][CH2:15][CH2:14][CH2:13][O:12]2)=[C:4](Cl)[N:3]=1.[N+:18]([C:21]1[CH:22]=[C:23]([CH:26]=[CH:27][CH:28]=1)[CH:24]=[O:25])([O-:20])=[O:19].[I-].C[N+]1C=CN(C)C=1.[H-].[Na+]. The catalyst is CN(C=O)C. The product is [Cl:1][C:2]1[N:10]=[C:9]2[C:5]([N:6]=[CH:7][N:8]2[CH:11]2[CH2:16][CH2:15][CH2:14][CH2:13][O:12]2)=[C:4]([C:24]([C:23]2[CH:26]=[CH:27][CH:28]=[C:21]([N+:18]([O-:20])=[O:19])[CH:22]=2)=[O:25])[N:3]=1. The yield is 0.500.